Dataset: NCI-60 drug combinations with 297,098 pairs across 59 cell lines. Task: Regression. Given two drug SMILES strings and cell line genomic features, predict the synergy score measuring deviation from expected non-interaction effect. (1) Drug 1: CC1=CC2C(CCC3(C2CCC3(C(=O)C)OC(=O)C)C)C4(C1=CC(=O)CC4)C. Drug 2: CC1C(C(CC(O1)OC2CC(OC(C2O)C)OC3=CC4=CC5=C(C(=O)C(C(C5)C(C(=O)C(C(C)O)O)OC)OC6CC(C(C(O6)C)O)OC7CC(C(C(O7)C)O)OC8CC(C(C(O8)C)O)(C)O)C(=C4C(=C3C)O)O)O)O. Cell line: HOP-92. Synergy scores: CSS=-4.83, Synergy_ZIP=4.16, Synergy_Bliss=2.03, Synergy_Loewe=-6.47, Synergy_HSA=-6.47. (2) Drug 1: CC1OCC2C(O1)C(C(C(O2)OC3C4COC(=O)C4C(C5=CC6=C(C=C35)OCO6)C7=CC(=C(C(=C7)OC)O)OC)O)O. Drug 2: C1=NNC2=C1C(=O)NC=N2. Cell line: IGROV1. Synergy scores: CSS=26.3, Synergy_ZIP=-2.27, Synergy_Bliss=-3.06, Synergy_Loewe=-15.6, Synergy_HSA=-2.02. (3) Drug 1: CC(CN1CC(=O)NC(=O)C1)N2CC(=O)NC(=O)C2. Drug 2: CC1=C(C(CCC1)(C)C)C=CC(=CC=CC(=CC(=O)O)C)C. Cell line: SNB-75. Synergy scores: CSS=5.30, Synergy_ZIP=2.17, Synergy_Bliss=0.0823, Synergy_Loewe=0.00697, Synergy_HSA=1.28. (4) Cell line: DU-145. Synergy scores: CSS=41.8, Synergy_ZIP=-2.12, Synergy_Bliss=-1.82, Synergy_Loewe=-3.65, Synergy_HSA=-3.49. Drug 1: CN1C(=O)N2C=NC(=C2N=N1)C(=O)N. Drug 2: CC1C(C(CC(O1)OC2CC(OC(C2O)C)OC3=CC4=CC5=C(C(=O)C(C(C5)C(C(=O)C(C(C)O)O)OC)OC6CC(C(C(O6)C)O)OC7CC(C(C(O7)C)O)OC8CC(C(C(O8)C)O)(C)O)C(=C4C(=C3C)O)O)O)O. (5) Drug 1: CC12CCC3C(C1CCC2O)C(CC4=C3C=CC(=C4)O)CCCCCCCCCS(=O)CCCC(C(F)(F)F)(F)F. Drug 2: CCN(CC)CCCC(C)NC1=C2C=C(C=CC2=NC3=C1C=CC(=C3)Cl)OC. Cell line: LOX IMVI. Synergy scores: CSS=28.6, Synergy_ZIP=0.0103, Synergy_Bliss=-2.64, Synergy_Loewe=-15.6, Synergy_HSA=-1.41.